Predict the product of the given reaction. From a dataset of Forward reaction prediction with 1.9M reactions from USPTO patents (1976-2016). (1) Given the reactants [Cl:1][C:2]1[CH:7]=[C:6]([N+:8]([O-:10])=[O:9])[CH:5]=[CH:4][C:3]=1[C:11]([CH3:15])([CH3:14])[C:12]#[N:13].B.C1COCC1, predict the reaction product. The product is: [Cl:1][C:2]1[CH:7]=[C:6]([N+:8]([O-:10])=[O:9])[CH:5]=[CH:4][C:3]=1[C:11]([CH3:15])([CH3:14])[CH2:12][NH2:13]. (2) Given the reactants [CH3:1][CH2:2][CH2:3][CH2:4][CH2:5][CH3:6].C([O:19]C(C1C=[C:24]2[C:29](=[O:30])N(O)C(=O)[C:25]2=[CH:32][CH:33]=1)=O)CCCCCCCCCCC, predict the reaction product. The product is: [CH3:1][C:2](=[O:19])[CH2:3][CH2:4][CH2:5][CH3:6].[CH3:1][CH:29]([OH:30])[CH2:24][CH2:25][CH2:32][CH3:33].[CH3:1][CH2:2][C:3](=[O:19])[CH2:4][CH2:5][CH3:6].[CH3:1][CH2:2][CH:3]([OH:19])[CH2:4][CH2:5][CH3:6]. (3) The product is: [Cl:8][C:7]1[C:2]([Cl:1])=[C:3]([CH2:10][CH2:11][C:12](=[O:13])[C:14]2[S:15][C:16]([C:19]3[CH:24]=[CH:23][C:22]([C:25]([F:27])([F:28])[F:26])=[CH:21][CH:20]=3)=[CH:17][CH:18]=2)[CH:4]=[CH:5][C:6]=1[O:9][CH:30]([CH2:38][CH3:39])[C:31]([O:33][C:34]([CH3:37])([CH3:36])[CH3:35])=[O:32]. Given the reactants [Cl:1][C:2]1[C:7]([Cl:8])=[C:6]([OH:9])[CH:5]=[CH:4][C:3]=1[CH2:10][CH2:11][C:12]([C:14]1[S:15][C:16]([C:19]2[CH:24]=[CH:23][C:22]([C:25]([F:28])([F:27])[F:26])=[CH:21][CH:20]=2)=[CH:17][CH:18]=1)=[O:13].Br[CH:30]([CH2:38][CH3:39])[C:31]([O:33][C:34]([CH3:37])([CH3:36])[CH3:35])=[O:32], predict the reaction product. (4) Given the reactants [C:1]1([N:7]=[C:8]=[O:9])[CH:6]=[CH:5][CH:4]=[CH:3][CH:2]=1.[Br:10][C:11]1[CH:12]=[C:13]2[C:17](=[CH:18][CH:19]=1)[NH:16][CH2:15][CH2:14]2, predict the reaction product. The product is: [Br:10][C:11]1[CH:12]=[C:13]2[C:17](=[CH:18][CH:19]=1)[N:16]([C:8]([NH:7][C:1]1[CH:6]=[CH:5][CH:4]=[CH:3][CH:2]=1)=[O:9])[CH2:15][CH2:14]2. (5) Given the reactants [CH3:1][C:2]1[C:11]([CH3:12])=[C:10]2[C:5]([CH2:6][CH2:7][C:8]([CH2:14][CH2:15][C:16]([OH:18])=O)([CH3:13])[O:9]2)=[C:4]([CH3:19])[C:3]=1[OH:20].C(N1C=CN=C1)(N1C=CN=C1)=O.[OH-:33].[NH4+:34], predict the reaction product. The product is: [OH:33][C:8]([CH3:13])([CH2:7][CH2:6][C:5]1[C:10](=[O:9])[C:11]([CH3:12])=[C:2]([CH3:1])[C:3](=[O:20])[C:4]=1[CH3:19])[CH2:14][CH2:15][C:16]([NH2:34])=[O:18]. (6) Given the reactants [Cl:1][C:2]1[CH:3]=[C:4]([CH:25]=[CH:26][C:27]=1[F:28])[CH2:5][N:6]1[CH2:15][CH2:14][C:13]2[C:8](=[C:9]([O:22]C)[C:10](=[O:21])[N:11]([CH3:20])[C:12]=2[C:16]([O:18]C)=O)[C:7]1=[O:24].[CH2:29]([NH:31][CH2:32][CH3:33])[CH3:30], predict the reaction product. The product is: [Cl:1][C:2]1[CH:3]=[C:4]([CH:25]=[CH:26][C:27]=1[F:28])[CH2:5][N:6]1[CH2:15][CH2:14][C:13]2[C:8](=[C:9]([OH:22])[C:10](=[O:21])[N:11]([CH3:20])[C:12]=2[C:16]([N:31]([CH2:32][CH3:33])[CH2:29][CH3:30])=[O:18])[C:7]1=[O:24].